Dataset: Full USPTO retrosynthesis dataset with 1.9M reactions from patents (1976-2016). Task: Predict the reactants needed to synthesize the given product. (1) Given the product [Cl:8][C:5]1[CH:6]=[CH:7][C:2]([NH:1][S:34]([C:28]2[CH:29]=[CH:30][C:31]([O:32][CH3:33])=[C:26]([O:25][CH3:24])[CH:27]=2)(=[O:36])=[O:35])=[C:3]([CH2:9][C:10]2[CH:15]=[CH:14][CH:13]=[CH:12][C:11]=2[O:16][CH3:17])[CH:4]=1, predict the reactants needed to synthesize it. The reactants are: [NH2:1][C:2]1[CH:7]=[CH:6][C:5]([Cl:8])=[CH:4][C:3]=1[CH2:9][C:10]1[CH:15]=[CH:14][CH:13]=[CH:12][C:11]=1[O:16][CH3:17].N1C=CC=CC=1.[CH3:24][O:25][C:26]1[CH:27]=[C:28]([S:34](Cl)(=[O:36])=[O:35])[CH:29]=[CH:30][C:31]=1[O:32][CH3:33]. (2) Given the product [Cl:29][C:30]1[CH:31]=[C:32]([CH:36]=[CH:37][C:38]=1[Cl:39])[C:33]([NH:9][CH2:10][C:11]1[CH:19]=[CH:18][CH:17]=[C:16]2[C:12]=1[CH2:13][N:14]([CH:21]1[CH2:26][CH2:25][C:24](=[O:27])[NH:23][C:22]1=[O:28])[C:15]2=[O:20])=[O:34], predict the reactants needed to synthesize it. The reactants are: C(N(CC)CC)C.Cl.[NH2:9][CH2:10][C:11]1[CH:19]=[CH:18][CH:17]=[C:16]2[C:12]=1[CH2:13][N:14]([CH:21]1[CH2:26][CH2:25][C:24](=[O:27])[NH:23][C:22]1=[O:28])[C:15]2=[O:20].[Cl:29][C:30]1[CH:31]=[C:32]([CH:36]=[CH:37][C:38]=1[Cl:39])[C:33](Cl)=[O:34]. (3) The reactants are: [CH3:1][NH2:2].[CH3:3][O:4][C:5]1[CH:10]=[CH:9][CH:8]=[CH:7][C:6]=1[N:11]1[CH2:16][CH2:15][C:14](=O)[CH2:13][CH2:12]1.[H][H]. Given the product [CH3:3][O:4][C:5]1[CH:10]=[CH:9][CH:8]=[CH:7][C:6]=1[N:11]1[CH2:16][CH2:15][CH:14]([NH:2][CH3:1])[CH2:13][CH2:12]1, predict the reactants needed to synthesize it.